Dataset: Full USPTO retrosynthesis dataset with 1.9M reactions from patents (1976-2016). Task: Predict the reactants needed to synthesize the given product. (1) Given the product [C:1]([C:3](=[C:17]([C:26]1[CH:31]=[CH:30][CH:29]=[C:28]([F:7])[CH:27]=1)[CH3:18])[C:4](=[S:5])[NH2:6])#[N:2], predict the reactants needed to synthesize it. The reactants are: [C:1]([CH2:3][C:4]([NH2:6])=[S:5])#[N:2].[F:7]CC(C1C=CC=CC=1)=O.[C:17]([O-])(=O)[CH3:18].[NH4+].C(O)(=O)C.[CH:26]1[CH:31]=[CH:30][CH:29]=[CH:28][CH:27]=1. (2) Given the product [Br:1][C:2]1[CH:3]=[CH:4][C:5]([C:8]2[CH:13]=[CH:12][C:11]([CH2:14][C@H:15]([CH3:16])[O:17][Si:27]([C:23]([CH3:26])([CH3:25])[CH3:24])([CH3:30])[CH3:29])=[CH:10][CH:9]=2)=[CH:6][CH:7]=1, predict the reactants needed to synthesize it. The reactants are: [Br:1][C:2]1[CH:7]=[CH:6][C:5]([C:8]2[CH:13]=[CH:12][C:11]([CH2:14][C@@H:15]([OH:17])[CH3:16])=[CH:10][CH:9]=2)=[CH:4][CH:3]=1.N1C=CN=C1.[C:23]([Si:27]([CH3:30])([CH3:29])Cl)([CH3:26])([CH3:25])[CH3:24].C(OCC)C.